From a dataset of Catalyst prediction with 721,799 reactions and 888 catalyst types from USPTO. Predict which catalyst facilitates the given reaction. (1) Reactant: [N:1]1[CH:6]=[CH:5][CH:4]=[CH:3][C:2]=1[NH:7][C:8]1[CH:13]=[CH:12][CH:11]=[CH:10][C:9]=1[NH2:14].[CH2:15]([C:17]1[CH:27]=[CH:26][C:20](/[CH:21]=[CH:22]/[C:23]([Cl:25])=O)=[CH:19][CH:18]=1)[CH3:16].N1C=CC=CC=1N1C2C=CC=CC=2N=C1/C=C/C1C=CC=CC=1.Cl. Product: [ClH:25].[CH2:15]([C:17]1[CH:18]=[CH:19][C:20]([CH:21]=[CH:22][C:23]2[N:7]([C:2]3[CH:3]=[CH:4][CH:5]=[CH:6][N:1]=3)[C:8]3[CH:13]=[CH:12][CH:11]=[CH:10][C:9]=3[N:14]=2)=[CH:26][CH:27]=1)[CH3:16]. The catalyst class is: 5. (2) Product: [F:28][C:27]([F:30])([F:29])[C@@H:24]1[CH2:25][CH2:26][C@H:21]([O:1][C:2]2[CH:3]=[C:4]3[C:9](=[CH:10][CH:11]=2)[C:8]([C:12]([O:14][CH3:15])=[O:13])=[CH:7][CH:6]=[CH:5]3)[CH2:22][CH2:23]1. Reactant: [OH:1][C:2]1[CH:3]=[C:4]2[C:9](=[CH:10][CH:11]=1)[C:8]([C:12]([O:14][CH3:15])=[O:13])=[CH:7][CH:6]=[CH:5]2.CS(O[C@H:21]1[CH2:26][CH2:25][C@H:24]([C:27]([F:30])([F:29])[F:28])[CH2:23][CH2:22]1)(=O)=O.C([O-])([O-])=O.[Cs+].[Cs+]. The catalyst class is: 218. (3) Reactant: [OH:1][N:2]=[C:3]([C:5]1[CH:10]=[CH:9][C:8]([C:11]([F:14])([F:13])[F:12])=[CH:7][CH:6]=1)[NH2:4].[CH3:15][N:16]1[C:20]([C:21](O)=O)=[CH:19][CH:18]=[N:17]1.Cl.C(N=C=NCCCN(C)C)C.O.ON1C2C=CC=CC=2N=N1.CC(C)([O-])C.[K+]. Product: [CH3:15][N:16]1[C:20]([C:21]2[O:1][N:2]=[C:3]([C:5]3[CH:6]=[CH:7][C:8]([C:11]([F:13])([F:12])[F:14])=[CH:9][CH:10]=3)[N:4]=2)=[CH:19][CH:18]=[N:17]1. The catalyst class is: 132. (4) The catalyst class is: 6. Reactant: [CH2:1]([NH2:8])[C:2]1[CH:7]=[CH:6][CH:5]=[CH:4][CH:3]=1.[CH:9](=O)[C:10]1[O:14][CH:13]=[CH:12][CH:11]=1.C(O)(C)C. Product: [CH2:1]([NH:8][CH2:9][C:10]1[O:14][CH:13]=[CH:12][CH:11]=1)[C:2]1[CH:7]=[CH:6][CH:5]=[CH:4][CH:3]=1.